From a dataset of Forward reaction prediction with 1.9M reactions from USPTO patents (1976-2016). Predict the product of the given reaction. (1) The product is: [Cl:23][CH2:24][C:25]([N:5]1[CH2:6][CH2:7][CH2:8][C:2]([CH3:16])([CH3:1])[C:3]2[CH:12]=[CH:11][C:10]([N+:13]([O-:15])=[O:14])=[CH:9][C:4]1=2)=[O:26]. Given the reactants [CH3:1][C:2]1([CH3:16])[CH2:8][CH2:7][CH2:6][NH:5][C:4]2[CH:9]=[C:10]([N+:13]([O-:15])=[O:14])[CH:11]=[CH:12][C:3]1=2.N1C=CC=CC=1.[Cl:23][CH2:24][C:25](Cl)=[O:26], predict the reaction product. (2) Given the reactants C[O:2][C:3](=O)[CH2:4][CH:5]([C:10]1[S:11][C:12]([C:15]2[CH:20]=[CH:19][N:18]=[C:17]([S:21][CH3:22])[N:16]=2)=[CH:13][CH:14]=1)[CH2:6][N+:7]([O-])=O, predict the reaction product. The product is: [CH3:22][S:21][C:17]1[N:16]=[C:15]([C:12]2[S:11][C:10]([CH:5]3[CH2:6][NH:7][C:3](=[O:2])[CH2:4]3)=[CH:14][CH:13]=2)[CH:20]=[CH:19][N:18]=1.